This data is from Catalyst prediction with 721,799 reactions and 888 catalyst types from USPTO. The task is: Predict which catalyst facilitates the given reaction. (1) Reactant: C(=O)([O-])[O-].[K+].[K+].[NH:7]1[CH2:10][CH2:9][CH:8]1[CH2:11][N:12]([CH2:19][C:20]1[CH:25]=[CH:24][CH:23]=[CH:22][CH:21]=1)[C@H:13]([C:15](OC)=[O:16])[CH3:14]. Product: [CH2:19]([N:12]1[CH2:11][CH:8]2[N:7]([CH2:10][CH2:9]2)[C:15](=[O:16])[CH:13]1[CH3:14])[C:20]1[CH:25]=[CH:24][CH:23]=[CH:22][CH:21]=1. The catalyst class is: 5. (2) Reactant: [CH2:1]([C:5]1[N:6]=[C:7]([C:10]2[CH:15]=[CH:14][CH:13]=[CH:12][C:11]=2[NH:16][C:17]([O:19][CH2:20][CH:21]2[CH2:26][CH2:25][N:24](C(OC(C)(C)C)=O)[CH2:23][CH2:22]2)=[O:18])[S:8][CH:9]=1)[CH:2]([CH3:4])[CH3:3].Cl.CO.C(=O)(O)[O-].[Na+]. Product: [NH3:6].[CH2:1]([C:5]1[N:6]=[C:7]([C:10]2[CH:15]=[CH:14][CH:13]=[CH:12][C:11]=2[NH:16][C:17](=[O:18])[O:19][CH2:20][CH:21]2[CH2:22][CH2:23][NH:24][CH2:25][CH2:26]2)[S:8][CH:9]=1)[CH:2]([CH3:4])[CH3:3]. The catalyst class is: 4. (3) Reactant: C(OC(=O)[NH:7][C@@H:8]1[CH2:13][CH2:12][CH2:11][CH2:10][C@H:9]1[CH2:14][C:15]1[CH:20]=[CH:19][C:18]([N:21]2[CH2:25][C:24](=[O:26])[N:23]([CH2:27][CH2:28][Si:29]([CH3:32])([CH3:31])[CH3:30])[S:22]2(=[O:34])=[O:33])=[C:17]([O:35][CH2:36][C:37]2[CH:42]=[CH:41][CH:40]=[CH:39][CH:38]=2)[CH:16]=1)(C)(C)C. Product: [NH2:7][C@@H:8]1[CH2:13][CH2:12][CH2:11][CH2:10][C@H:9]1[CH2:14][C:15]1[CH:20]=[CH:19][C:18]([N:21]2[S:22](=[O:34])(=[O:33])[N:23]([CH2:27][CH2:28][Si:29]([CH3:31])([CH3:32])[CH3:30])[C:24](=[O:26])[CH2:25]2)=[C:17]([O:35][CH2:36][C:37]2[CH:38]=[CH:39][CH:40]=[CH:41][CH:42]=2)[CH:16]=1. The catalyst class is: 137. (4) Reactant: CC(C[Al]CC(C)C)C.C([O:12][C:13](=O)[CH:14]=[CH:15][C:16]1[CH:21]=[CH:20][C:19]([CH3:22])=[CH:18][C:17]=1[N+:23]([O-:25])=[O:24])C.O. Product: [CH3:22][C:19]1[CH:20]=[CH:21][C:16]([CH:15]=[CH:14][CH2:13][OH:12])=[C:17]([N+:23]([O-:25])=[O:24])[CH:18]=1. The catalyst class is: 1. (5) Reactant: [O:1]1[CH2:5][CH2:4][O:3][CH2:2]1.C([Li])CCC.[CH3:11][CH2:12][CH2:13][CH2:14][CH2:15][CH3:16].[C:17]1([S:23][S:23][C:17]2[CH:22]=[CH:21][CH:20]=[CH:19][CH:18]=2)[CH:22]=[CH:21][CH:20]=[CH:19][CH:18]=1. Product: [C:13]1([S:23][C:17]2[CH:18]=[C:19]([CH:2]3[O:3][CH2:4][CH2:5][O:1]3)[CH:20]=[CH:21][CH:22]=2)[CH:12]=[CH:11][CH:16]=[CH:15][CH:14]=1. The catalyst class is: 7. (6) Reactant: [OH-].[K+].[C:3]([C:6]1[N:11]=[C:10]([C:12]2[CH:17]=[CH:16][C:15]([C:18]3[CH:23]=[CH:22][C:21]([C:24]4([C:27]([O:29]C)=[O:28])[CH2:26][CH2:25]4)=[CH:20][C:19]=3[Cl:31])=[CH:14][CH:13]=2)[C:9]([CH3:32])=[N:8][C:7]=1[CH3:33])(=[O:5])[NH2:4].Cl. Product: [C:3]([C:6]1[N:11]=[C:10]([C:12]2[CH:13]=[CH:14][C:15]([C:18]3[CH:23]=[CH:22][C:21]([C:24]4([C:27]([OH:29])=[O:28])[CH2:25][CH2:26]4)=[CH:20][C:19]=3[Cl:31])=[CH:16][CH:17]=2)[C:9]([CH3:32])=[N:8][C:7]=1[CH3:33])(=[O:5])[NH2:4]. The catalyst class is: 107. (7) Reactant: Cl.[C:2](=[NH:6])([NH2:5])[CH2:3][CH3:4].C[O-].[Na+].[C:10]([C:12]1[CH:17]=[CH:16][CH:15]=[CH:14][C:13]=1[C:18]1[CH:23]=[CH:22][C:21]([CH2:24][CH:25]([C:30](=O)[CH2:31][CH2:32][CH2:33][CH3:34])[C:26](OC)=[O:27])=[C:20]([F:36])[CH:19]=1)#[N:11]. The catalyst class is: 5. Product: [CH2:31]([C:30]1[N:6]=[C:2]([CH2:3][CH3:4])[NH:5][C:26](=[O:27])[C:25]=1[CH2:24][C:21]1[CH:22]=[CH:23][C:18]([C:13]2[C:12]([C:10]#[N:11])=[CH:17][CH:16]=[CH:15][CH:14]=2)=[CH:19][C:20]=1[F:36])[CH2:32][CH2:33][CH3:34].